From a dataset of Full USPTO retrosynthesis dataset with 1.9M reactions from patents (1976-2016). Predict the reactants needed to synthesize the given product. Given the product [CH3:1][C:2]1[N:7]=[C:6]([NH:8][C:9]2[O:10][CH:11]=[CH:12][N:13]=2)[N:5]=[C:4]([C:14]([NH:29][CH2:28][C:25]2[CH:26]=[N:27][C:22]([O:21][CH2:20][C:19]([F:31])([F:18])[F:30])=[CH:23][CH:24]=2)=[O:16])[CH:3]=1, predict the reactants needed to synthesize it. The reactants are: [CH3:1][C:2]1[N:7]=[C:6]([NH:8][C:9]2[O:10][CH:11]=[CH:12][N:13]=2)[N:5]=[C:4]([C:14]([OH:16])=O)[CH:3]=1.Cl.[F:18][C:19]([F:31])([F:30])[CH2:20][O:21][C:22]1[N:27]=[CH:26][C:25]([CH2:28][NH2:29])=[CH:24][CH:23]=1.